Dataset: Forward reaction prediction with 1.9M reactions from USPTO patents (1976-2016). Task: Predict the product of the given reaction. (1) Given the reactants [Br:1][C:2]1[S:6][C:5]([C:7]([CH3:10])([CH3:9])[CH3:8])=[N:4][C:3]=1[C:11]1[CH:16]=[CH:15][N:14]=[C:13](Cl)[N:12]=1.[OH-].[NH4+:19], predict the reaction product. The product is: [Br:1][C:2]1[S:6][C:5]([C:7]([CH3:10])([CH3:9])[CH3:8])=[N:4][C:3]=1[C:11]1[CH:16]=[CH:15][N:14]=[C:13]([NH2:19])[N:12]=1. (2) Given the reactants [C:1]([C:4]1[CH:5]=[CH:6][C:7]([C:22]2[CH:27]=[CH:26][CH:25]=[C:24]([N:28]3[C:37](=[O:38])[C:36]4[C:31](=[CH:32][CH:33]=[CH:34][CH:35]=4)[N:30]=[CH:29]3)[C:23]=2[CH3:39])=[C:8]2[C:12]=1[NH:11][C:10]1[CH:13]=[N:14][C:15]([C:17]([O:19]CC)=[O:18])=[CH:16][C:9]2=1)(=[O:3])[NH2:2].O.[OH-].[Li+], predict the reaction product. The product is: [C:1]([C:4]1[CH:5]=[CH:6][C:7]([C:22]2[CH:27]=[CH:26][CH:25]=[C:24]([N:28]3[C:37](=[O:38])[C:36]4[C:31](=[CH:32][CH:33]=[CH:34][CH:35]=4)[N:30]=[CH:29]3)[C:23]=2[CH3:39])=[C:8]2[C:12]=1[NH:11][C:10]1[CH:13]=[N:14][C:15]([C:17]([OH:19])=[O:18])=[CH:16][C:9]2=1)(=[O:3])[NH2:2]. (3) Given the reactants [OH-].[Na+].C[O:4][C:5]([C@:7]12[CH2:13][CH:12]([CH3:14])[CH:11]1[CH2:10][N:9]([C:15]([O:17][CH2:18][C:19]1[CH:24]=[CH:23][CH:22]=[CH:21][CH:20]=1)=[O:16])[CH2:8]2)=[O:6].Cl, predict the reaction product. The product is: [CH2:18]([O:17][C:15]([N:9]1[CH2:10][CH:11]2[C@:7]([C:5]([OH:6])=[O:4])([CH2:13][CH:12]2[CH3:14])[CH2:8]1)=[O:16])[C:19]1[CH:24]=[CH:23][CH:22]=[CH:21][CH:20]=1. (4) Given the reactants [SH:1][C:2]1[CH:7]=[CH:6][CH:5]=[CH:4][C:3]=1[C:8](=O)[CH3:9].[OH-].[K+].Br.Br[CH2:15][CH2:16][NH2:17], predict the reaction product. The product is: [CH3:9][C:8]1[C:3]2[CH:4]=[CH:5][CH:6]=[CH:7][C:2]=2[S:1][CH2:15][CH2:16][N:17]=1.